Predict which catalyst facilitates the given reaction. From a dataset of Catalyst prediction with 721,799 reactions and 888 catalyst types from USPTO. (1) The catalyst class is: 2. Product: [CH3:15][CH:14]([CH3:16])[CH2:13][C@H:12]([NH:17][C:18]([C:20]1[O:21][C:22]2[CH:28]=[CH:27][C:26]([O:29][CH3:30])=[CH:25][C:23]=2[CH:24]=1)=[O:19])[C:10](=[O:11])[NH:9][C@@H:8]1[CH2:7][C@@H:6]([CH3:31])[CH2:5][N:4]([S:32]([C:35]2[CH:40]=[CH:39][CH:38]=[CH:37][N:36]=2)(=[O:34])=[O:33])[CH2:3][C:2]1=[O:1]. Reactant: [OH:1][CH:2]1[CH:8]([NH:9][C:10]([C@@H:12]([NH:17][C:18]([C:20]2[O:21][C:22]3[CH:28]=[CH:27][C:26]([O:29][CH3:30])=[CH:25][C:23]=3[CH:24]=2)=[O:19])[CH2:13][CH:14]([CH3:16])[CH3:15])=[O:11])[CH2:7][CH:6]([CH3:31])[CH2:5][N:4]([S:32]([C:35]2[CH:40]=[CH:39][CH:38]=[CH:37][N:36]=2)(=[O:34])=[O:33])[CH2:3]1.CC(OI1(OC(C)=O)(OC(C)=O)OC(=O)C2C=CC=CC1=2)=O. (2) Reactant: [CH:1]1([P:7](=O)([CH:25]2[CH2:30][CH2:29][CH2:28][CH2:27][CH2:26]2)[C:8]2[CH:9]3[CH2:24][CH:12]([C:13]=2[C:14]2[C:19]([O:20][CH3:21])=[CH:18][CH:17]=[CH:16][C:15]=2[O:22][CH3:23])[CH2:11][CH2:10]3)[CH2:6][CH2:5][CH2:4][CH2:3][CH2:2]1.CN(C)C1C=CC=CC=1.Cl[SiH](Cl)Cl.[OH-].[Na+]. Product: [CH:25]1([P:7]([CH:1]2[CH2:2][CH2:3][CH2:4][CH2:5][CH2:6]2)[C:8]2[CH:9]3[CH2:24][CH:12]([C:13]=2[C:14]2[C:19]([O:20][CH3:21])=[CH:18][CH:17]=[CH:16][C:15]=2[O:22][CH3:23])[CH2:11][CH2:10]3)[CH2:26][CH2:27][CH2:28][CH2:29][CH2:30]1. The catalyst class is: 11. (3) Reactant: [Br:1][C:2]1[CH:15]=[CH:14][C:13]2[S:12][C:11]3[C:6](=[CH:7][C:8]([NH:16][CH3:17])=[CH:9][CH:10]=3)[C:5](=[O:18])[C:4]=2[CH:3]=1.C(N(CC)CC)C.[CH3:26][O:27][C:28]([C:30]1[CH:31]=[CH:32][C:33]2[C:37]([Cl:38])=[C:36]([C:39](Cl)=[O:40])[S:35][C:34]=2[CH:42]=1)=[O:29]. Product: [CH3:26][O:27][C:28]([C:30]1[CH:31]=[CH:32][C:33]2[C:37]([Cl:38])=[C:36]([C:39](=[O:40])[N:16]([C:8]3[CH:9]=[CH:10][C:11]4[S:12][C:13]5[C:4](=[CH:3][C:2]([Br:1])=[CH:15][CH:14]=5)[C:5](=[O:18])[C:6]=4[CH:7]=3)[CH3:17])[S:35][C:34]=2[CH:42]=1)=[O:29]. The catalyst class is: 64. (4) Reactant: [CH3:1][S-:2].[Na+].C(=O)([O-])[O-].[K+].[K+].[Cl:10][C:11]1[CH:12]=[C:13]([C:18]2([C:32]([F:35])([F:34])[F:33])[O:22][N:21]=[C:20]([C:23]3[CH:24]=[CH:25][C:26](F)=[C:27]([CH:30]=3)[C:28]#[N:29])[CH2:19]2)[CH:14]=[C:15]([Cl:17])[CH:16]=1.O. Product: [Cl:10][C:11]1[CH:12]=[C:13]([C:18]2([C:32]([F:35])([F:34])[F:33])[O:22][N:21]=[C:20]([C:23]3[CH:24]=[CH:25][C:26]([S:2][CH3:1])=[C:27]([CH:30]=3)[C:28]#[N:29])[CH2:19]2)[CH:14]=[C:15]([Cl:17])[CH:16]=1. The catalyst class is: 9. (5) The catalyst class is: 27. Product: [CH3:42][Si:43]([O:16][C:3]1[C:4]([C:12]([CH3:15])([CH3:14])[CH3:13])=[CH:5][C:6]([C:8]([CH3:11])([CH3:10])[CH3:9])=[CH:7][C:2]=1[P:34]([C:36]1[CH:41]=[CH:40][CH:39]=[CH:38][CH:37]=1)[C:28]1[CH:33]=[CH:32][CH:31]=[CH:30][CH:29]=1)([CH3:45])[CH3:44]. Reactant: Br[C:2]1[CH:7]=[C:6]([C:8]([CH3:11])([CH3:10])[CH3:9])[CH:5]=[C:4]([C:12]([CH3:15])([CH3:14])[CH3:13])[C:3]=1[OH:16].CCCCCC.C([Li])CCC.[C:28]1([P:34]([C:36]2[CH:41]=[CH:40][CH:39]=[CH:38][CH:37]=2)Cl)[CH:33]=[CH:32][CH:31]=[CH:30][CH:29]=1.[CH3:42][Si:43](Cl)([CH3:45])[CH3:44].